The task is: Binary Classification. Given a drug SMILES string, predict its activity (active/inactive) in a high-throughput screening assay against a specified biological target.. This data is from Serine/threonine kinase 33 screen with 319,792 compounds. (1) The compound is S=C(NCc1ccc(OC(C)C)cc1)N\N=C\c1ccc([N+]([O-])=O)cc1. The result is 0 (inactive). (2) The drug is O=C(c1c2c3c(CCc3ccc2)cc1)/C=C\c1ccccc1. The result is 0 (inactive). (3) The molecule is O=C(N(CC(=O)NC1CCCC1)c1c(cccc1)C)C1(n2c(=NC(=O)C1)cc(cc2)C)C. The result is 0 (inactive). (4) The compound is O1c2cc(C3CC(=CC(=O)C3)/C=C\c3ccccc3)ccc2OC1. The result is 0 (inactive). (5) The drug is Clc1cc(/C=N\NC(=O)C2CCCC2)ccc1. The result is 0 (inactive). (6) The drug is O1CCN(CC1)C(=O)c1c(cccc1)c1onc(n1)c1ccccc1. The result is 0 (inactive). (7) The compound is S(=O)(=O)(Nc1c(=O)n2[nH]c(nc2nc1C)CCC)c1cc2CCCCc2cc1. The result is 0 (inactive).